From a dataset of NCI-60 drug combinations with 297,098 pairs across 59 cell lines. Regression. Given two drug SMILES strings and cell line genomic features, predict the synergy score measuring deviation from expected non-interaction effect. (1) Drug 1: CS(=O)(=O)C1=CC(=C(C=C1)C(=O)NC2=CC(=C(C=C2)Cl)C3=CC=CC=N3)Cl. Drug 2: N.N.Cl[Pt+2]Cl. Cell line: SF-539. Synergy scores: CSS=-1.79, Synergy_ZIP=-1.93, Synergy_Bliss=-5.51, Synergy_Loewe=-5.46, Synergy_HSA=-5.40. (2) Drug 2: C1=NC2=C(N1)C(=S)N=CN2. Drug 1: CC(C1=C(C=CC(=C1Cl)F)Cl)OC2=C(N=CC(=C2)C3=CN(N=C3)C4CCNCC4)N. Synergy scores: CSS=10.9, Synergy_ZIP=-11.8, Synergy_Bliss=-15.8, Synergy_Loewe=-24.3, Synergy_HSA=-16.8. Cell line: DU-145. (3) Drug 1: C1=CN(C(=O)N=C1N)C2C(C(C(O2)CO)O)O.Cl. Drug 2: CCC(=C(C1=CC=CC=C1)C2=CC=C(C=C2)OCCN(C)C)C3=CC=CC=C3.C(C(=O)O)C(CC(=O)O)(C(=O)O)O. Cell line: A498. Synergy scores: CSS=17.9, Synergy_ZIP=-8.20, Synergy_Bliss=0.540, Synergy_Loewe=-8.88, Synergy_HSA=0.855. (4) Drug 1: CCCCCOC(=O)NC1=NC(=O)N(C=C1F)C2C(C(C(O2)C)O)O. Drug 2: CC(C)CN1C=NC2=C1C3=CC=CC=C3N=C2N. Cell line: HCT116. Synergy scores: CSS=5.33, Synergy_ZIP=7.53, Synergy_Bliss=6.54, Synergy_Loewe=7.73, Synergy_HSA=4.26. (5) Drug 1: C1=CC(=CC=C1CCC2=CNC3=C2C(=O)NC(=N3)N)C(=O)NC(CCC(=O)O)C(=O)O. Drug 2: CN1C2=C(C=C(C=C2)N(CCCl)CCCl)N=C1CCCC(=O)O.Cl. Cell line: ACHN. Synergy scores: CSS=18.6, Synergy_ZIP=-1.99, Synergy_Bliss=-0.782, Synergy_Loewe=-12.0, Synergy_HSA=0.629. (6) Drug 1: C1=CN(C(=O)N=C1N)C2C(C(C(O2)CO)O)O.Cl. Drug 2: CC1=C(C(=CC=C1)Cl)NC(=O)C2=CN=C(S2)NC3=CC(=NC(=N3)C)N4CCN(CC4)CCO. Cell line: KM12. Synergy scores: CSS=10.1, Synergy_ZIP=-1.94, Synergy_Bliss=6.94, Synergy_Loewe=-1.26, Synergy_HSA=2.42.